Dataset: Ames mutagenicity test results for genotoxicity prediction. Task: Regression/Classification. Given a drug SMILES string, predict its toxicity properties. Task type varies by dataset: regression for continuous values (e.g., LD50, hERG inhibition percentage) or binary classification for toxic/non-toxic outcomes (e.g., AMES mutagenicity, cardiotoxicity, hepatotoxicity). Dataset: ames. (1) The molecule is CC(C)(N=NC(C)(C)C(=N)N)C(=N)N. The result is 1 (mutagenic). (2) The compound is COc1ccccc1N. The result is 1 (mutagenic).